This data is from Catalyst prediction with 721,799 reactions and 888 catalyst types from USPTO. The task is: Predict which catalyst facilitates the given reaction. (1) Reactant: [CH3:1][C:2]1[CH:8]=[C:7](O)[CH:6]=[CH:5][C:3]=1[OH:4].[C:10]([O-:13])([O-])=O.[K+].[K+].Br[CH2:17][CH2:18][CH:19]([CH3:21])[CH3:20]. Product: [CH3:20][CH:19]([CH3:21])[CH2:18][CH2:17][O:4][C:3]1[CH:5]=[CH:6][C:7]([O:13][CH2:10][CH2:1][CH:2]([CH3:8])[CH3:3])=[CH:8][C:2]=1[CH3:1]. The catalyst class is: 21. (2) Reactant: [Cl:1][C:2]1[CH:7]=[C:6]2[NH:8][C:9](=[O:35])[C:10]3([CH:15]([C:16]4[CH:21]=[CH:20][CH:19]=[C:18]([Cl:22])[CH:17]=4)[CH2:14][C:13](=O)[NH:12][CH:11]3[C:24]3[CH:29]=[C:28]([F:30])[CH:27]=[CH:26][C:25]=3[C:31]([F:34])([F:33])[F:32])[C:5]2=[CH:4][CH:3]=1.[BH4-].[Na+]. Product: [Cl:1][C:2]1[CH:7]=[C:6]2[NH:8][C:9](=[O:35])[C:10]3([CH:15]([C:16]4[CH:21]=[CH:20][CH:19]=[C:18]([Cl:22])[CH:17]=4)[CH2:14][CH2:13][NH:12][CH:11]3[C:24]3[CH:29]=[C:28]([F:30])[CH:27]=[CH:26][C:25]=3[C:31]([F:34])([F:33])[F:32])[C:5]2=[CH:4][CH:3]=1. The catalyst class is: 5. (3) Reactant: Br[C:2]1[CH:7]=[CH:6][CH:5]=[CH:4][N:3]=1.C([Mg]Br)(C)C.[F:13][C:14]1[CH:21]=[CH:20][C:19]([O:22][C:23]([F:26])([F:25])[F:24])=[CH:18][C:15]=1[CH:16]=[O:17].Cl. Product: [F:13][C:14]1[CH:21]=[CH:20][C:19]([O:22][C:23]([F:25])([F:26])[F:24])=[CH:18][C:15]=1[CH:16]([C:2]1[CH:7]=[CH:6][CH:5]=[CH:4][N:3]=1)[OH:17]. The catalyst class is: 30. (4) Reactant: C([O:3][C:4]([C:6]1[N:7]=[C:8]([CH3:15])[N:9]([CH:12]2[CH2:14][CH2:13]2)[C:10]=1[CH3:11])=O)C.[H-].[Al+3].[Li+].[H-].[H-].[H-]. Product: [CH:12]1([N:9]2[C:10]([CH3:11])=[C:6]([CH2:4][OH:3])[N:7]=[C:8]2[CH3:15])[CH2:14][CH2:13]1. The catalyst class is: 1. (5) Reactant: [I-].[CH3:2][S+](C)(C)=O.[H-].[Na+].[F:9][C:10]1[CH:15]=[CH:14][CH:13]=[C:12]([F:16])[C:11]=1[C:17]([S:19]([C:22]1[CH2:26][C:25]([CH3:28])([CH3:27])[O:24][N:23]=1)(=[O:21])=[O:20])=[CH2:18]. Product: [F:16][C:12]1[CH:13]=[CH:14][CH:15]=[C:10]([F:9])[C:11]=1[C:17]1([S:19]([C:22]2[CH2:26][C:25]([CH3:28])([CH3:27])[O:24][N:23]=2)(=[O:20])=[O:21])[CH2:2][CH2:18]1. The catalyst class is: 16. (6) Reactant: Cl.[NH2:2][CH2:3][CH2:4][O:5][C:6]1[CH:11]=[CH:10][C:9]([OH:12])=[CH:8][C:7]=1[CH3:13].Cl[C:15]1[C:16]2[N:23]=[CH:22][S:21][C:17]=2[N:18]=[CH:19][N:20]=1.CCN(CC)CC.Cl. Product: [CH3:13][C:7]1[CH:8]=[C:9]([OH:12])[CH:10]=[CH:11][C:6]=1[O:5][CH2:4][CH2:3][NH:2][C:15]1[C:16]2[N:23]=[CH:22][S:21][C:17]=2[N:18]=[CH:19][N:20]=1. The catalyst class is: 18. (7) Reactant: Cl[C:2]1[C:7]([C:8]#[N:9])=[CH:6][N:5]=[C:4]([S:10][CH3:11])[N:3]=1.[C:12]([O:16][C:17]([CH3:20])([CH3:19])[CH3:18])(=[O:15])[NH:13][NH2:14].C(N(CC)CC)C.C1COCC1. Product: [C:17]([O:16][C:12]([NH:13][NH:14][C:2]1[C:7]([C:8]#[N:9])=[CH:6][N:5]=[C:4]([S:10][CH3:11])[N:3]=1)=[O:15])([CH3:20])([CH3:19])[CH3:18]. The catalyst class is: 27. (8) Reactant: [C:1]([O:5][C:6](=[O:54])[NH:7][C@@H:8]([CH2:34][C@H:35]([CH2:39][C:40]1[CH:45]=[CH:44][C:43]([O:46][CH3:47])=[C:42]([O:48][CH2:49][CH2:50][CH2:51][O:52][CH3:53])[CH:41]=1)[CH:36]([CH3:38])[CH3:37])[C@@H:9]([O:26][Si](C(C)(C)C)(C)C)[CH2:10][C@H:11]([C:15](=[O:25])[NH:16][CH:17]1[CH:22]2[CH2:23][CH2:24][N:19]([CH2:20][CH2:21]2)[CH2:18]1)[CH:12]([CH3:14])[CH3:13])([CH3:4])([CH3:3])[CH3:2].C(OC(N[C@@H](C[C@H](CC1C=CC(OC)=C(OCCCOC)C=1)C(C)C)[C@@H](O[Si](C(C)(C)C)(C)C)C[C@@H](C(C)C)C(O)=O)=O)(C)(C)C.N12CCC(CC1)[C@@H](N)C2.CCCC[N+](CCCC)(CCCC)CCCC.[F-]. Product: [C:1]([O:5][C:6](=[O:54])[NH:7][C@@H:8]([CH2:34][C@H:35]([CH2:39][C:40]1[CH:45]=[CH:44][C:43]([O:46][CH3:47])=[C:42]([O:48][CH2:49][CH2:50][CH2:51][O:52][CH3:53])[CH:41]=1)[CH:36]([CH3:38])[CH3:37])[C@@H:9]([OH:26])[CH2:10][C@H:11]([C:15](=[O:25])[NH:16][CH:17]1[CH:22]2[CH2:23][CH2:24][N:19]([CH2:20][CH2:21]2)[CH2:18]1)[CH:12]([CH3:13])[CH3:14])([CH3:4])([CH3:2])[CH3:3]. The catalyst class is: 20. (9) Reactant: [N:1]1([C@@H:7]2[CH2:11][CH2:10][N:9]([C:12]3[S:13][C:14]4[CH:20]=[C:19]([NH2:21])[CH:18]=[CH:17][C:15]=4[N:16]=3)[CH2:8]2)[CH2:6][CH2:5][CH2:4][CH2:3][CH2:2]1.[CH3:22][C:23]1[O:24][C:25](=O)[C:26]2[CH:32]=[CH:31][CH:30]=[CH:29][C:27]=2[N:28]=1. Product: [CH3:22][C:23]1[N:21]([C:19]2[CH:18]=[CH:17][C:15]3[N:16]=[C:12]([N:9]4[CH2:10][CH2:11][C@@H:7]([N:1]5[CH2:6][CH2:5][CH2:4][CH2:3][CH2:2]5)[CH2:8]4)[S:13][C:14]=3[CH:20]=2)[C:25](=[O:24])[C:26]2[C:27](=[CH:29][CH:30]=[CH:31][CH:32]=2)[N:28]=1. The catalyst class is: 15.